From a dataset of Cav3 T-type calcium channel HTS with 100,875 compounds. Binary Classification. Given a drug SMILES string, predict its activity (active/inactive) in a high-throughput screening assay against a specified biological target. (1) The compound is O1C(=N/C(=C/Nc2ccc(OC)cc2)C1=O)c1occc1. The result is 0 (inactive). (2) The molecule is O=C1N(CC(C1)C(=O)Nc1cc(OCC)ccc1)C. The result is 0 (inactive). (3) The drug is O1C23C(C(C1C=C3)C(O)=O)C(=O)N(C2)Cc1occc1. The result is 0 (inactive). (4) The molecule is Brc1cc2[nH]c(SCC(OC)=O)nc2nc1C. The result is 0 (inactive). (5) The drug is S=c1n(c(n[nH]1)c1c(noc1C)c1ccccc1)c1ccccc1. The result is 0 (inactive). (6) The molecule is O(C(=O)C1NC(=O)CC1)Cc1ccccc1. The result is 0 (inactive). (7) The compound is Clc1ccc(OCC(O)CN2CCN(CC2)CC)cc1. The result is 0 (inactive). (8) The compound is S(=O)(=O)(Nc1ccccc1)c1ccc(cc1)C(OCC(=O)NCCN1C(=O)CSC1=O)=O. The result is 0 (inactive).